From a dataset of Catalyst prediction with 721,799 reactions and 888 catalyst types from USPTO. Predict which catalyst facilitates the given reaction. Product: [C:27]([O:30][CH2:31][C:32]1[C:33]([N:41]2[CH2:52][CH2:51][N:50]3[C:43](=[CH:44][C:45]4[CH2:46][C:47]([CH3:54])([CH3:53])[CH2:48][C:49]=43)[C:42]2=[O:55])=[N:34][CH:35]=[CH:36][C:37]=1[C:2]1[CH:3]=[C:4]([NH:9][C:10]2[CH:15]=[CH:14][C:13]([N:16]3[CH2:21][CH2:20][N:19]([CH:22]4[CH2:25][O:24][CH2:23]4)[CH2:18][C@@H:17]3[CH3:26])=[CH:12][N:11]=2)[C:5](=[O:8])[NH:6][N:7]=1)(=[O:29])[CH3:28]. Reactant: Cl[C:2]1[CH:3]=[C:4]([NH:9][C:10]2[CH:15]=[CH:14][C:13]([N:16]3[CH2:21][CH2:20][N:19]([CH:22]4[CH2:25][O:24][CH2:23]4)[CH2:18][C@@H:17]3[CH3:26])=[CH:12][N:11]=2)[C:5](=[O:8])[NH:6][N:7]=1.[C:27]([O:30][CH2:31][C:32]1[C:33]([N:41]2[CH2:52][CH2:51][N:50]3[C:43](=[CH:44][C:45]4[CH2:46][C:47]([CH3:54])([CH3:53])[CH2:48][C:49]=43)[C:42]2=[O:55])=[N:34][CH:35]=[CH:36][C:37]=1B(O)O)(=[O:29])[CH3:28].[O-]P([O-])([O-])=O.[K+].[K+].[K+].C([O-])(=O)C.[Na+]. The catalyst class is: 543.